From a dataset of Catalyst prediction with 721,799 reactions and 888 catalyst types from USPTO. Predict which catalyst facilitates the given reaction. (1) Reactant: [Br:1][C:2]1[CH:10]=[C:9]2[C:5]([C:6]([CH2:21][OH:22])([CH2:19][OH:20])[C:7](=[O:18])[N:8]2[C:11]([O:13][C:14]([CH3:17])([CH3:16])[CH3:15])=[O:12])=[CH:4][CH:3]=1.C(N(CC)CC)C.[CH3:30][S:31](Cl)(=[O:33])=[O:32]. Product: [Br:1][C:2]1[CH:10]=[C:9]2[C:5]([C:6]([CH2:19][O:20][S:31]([CH3:30])(=[O:33])=[O:32])([CH2:21][O:22][S:31]([CH3:30])(=[O:33])=[O:32])[C:7](=[O:18])[N:8]2[C:11]([O:13][C:14]([CH3:16])([CH3:17])[CH3:15])=[O:12])=[CH:4][CH:3]=1. The catalyst class is: 2. (2) Reactant: Br[C:2]1[CH:7]=[CH:6][C:5]([NH:8][C:9](=[O:11])[CH3:10])=[C:4]([CH2:12][CH3:13])[CH:3]=1.[Cl:14][C:15]1[CH:20]=[CH:19][C:18](B(O)O)=[CH:17][CH:16]=1.C(=O)([O-])[O-].[K+].[K+]. Product: [Cl:14][C:15]1[CH:20]=[CH:19][C:18]([C:2]2[CH:3]=[C:4]([CH2:12][CH3:13])[C:5]([NH:8][C:9](=[O:11])[CH3:10])=[CH:6][CH:7]=2)=[CH:17][CH:16]=1. The catalyst class is: 335. (3) Reactant: [Cl:1][C:2]1[C:11]2[C:6](=[CH:7][CH:8]=[C:9]([C:12]([C:14]3[N:15]=[CH:16][S:17][CH:18]=3)=[O:13])[CH:10]=2)[N:5]=[CH:4][CH:3]=1.[Cl:19][C:20]1[CH:25]=[CH:24][C:23]([Mg]Br)=[CH:22][CH:21]=1. Product: [Cl:19][C:20]1[CH:25]=[CH:24][C:23]([C:12]([C:9]2[CH:10]=[C:11]3[C:6](=[CH:7][CH:8]=2)[N:5]=[CH:4][CH:3]=[C:2]3[Cl:1])([C:14]2[N:15]=[CH:16][S:17][CH:18]=2)[OH:13])=[CH:22][CH:21]=1. The catalyst class is: 1.